From a dataset of Catalyst prediction with 721,799 reactions and 888 catalyst types from USPTO. Predict which catalyst facilitates the given reaction. (1) Reactant: [NH:1]1[CH2:5][CH2:4][CH2:3][C:2]1=[O:6].[C:7]([O:11][C:12](O[C:12]([O:11][C:7]([CH3:10])([CH3:9])[CH3:8])=[O:13])=[O:13])([CH3:10])([CH3:9])[CH3:8]. Product: [O:6]=[C:2]1[CH2:3][CH2:4][CH2:5][N:1]1[C:12]([O:11][C:7]([CH3:10])([CH3:9])[CH3:8])=[O:13]. The catalyst class is: 616. (2) Reactant: [F:1][C:2]1[CH:3]=[C:4]([CH:10]=[C:11]([F:13])[CH:12]=1)[C@H:5]([OH:9])[C:6]([OH:8])=O.Cl.[NH2:15][C@H:16]([C:18]([NH:20][N:21]1[C:27](=[O:28])[CH:26]([CH3:29])[C:25]2[CH:30]=[CH:31][C:32]([F:34])=[CH:33][C:24]=2[C:23]2[CH:35]=[CH:36][CH:37]=[CH:38][C:22]1=2)=[O:19])[CH3:17]. Product: [F:13][C:11]1[CH:10]=[C:4]([CH:3]=[C:2]([F:1])[CH:12]=1)[C@H:5]([OH:9])[C:6]([NH:15][C@H:16]([C:18]([NH:20][N:21]1[C:27](=[O:28])[CH:26]([CH3:29])[C:25]2[CH:30]=[CH:31][C:32]([F:34])=[CH:33][C:24]=2[C:23]2[CH:35]=[CH:36][CH:37]=[CH:38][C:22]1=2)=[O:19])[CH3:17])=[O:8]. The catalyst class is: 254. (3) Reactant: [CH2:1]([N:8]1[C:17](=[O:18])[C:16]2[C:11](=[CH:12][C:13](F)=[CH:14][CH:15]=2)[N:10]=[CH:9]1)[C:2]1[CH:7]=[CH:6][CH:5]=[CH:4][CH:3]=1.[NH2:20][NH2:21]. Product: [CH2:1]([N:8]1[C:17](=[O:18])[C:16]2[C:11](=[CH:12][C:13]([NH:20][NH2:21])=[CH:14][CH:15]=2)[N:10]=[CH:9]1)[C:2]1[CH:7]=[CH:6][CH:5]=[CH:4][CH:3]=1. The catalyst class is: 12. (4) The catalyst class is: 2. Product: [O:22]=[C:16]1[CH:15]([N:8]2[CH2:7][C:6]3[C:10](=[CH:11][CH:12]=[CH:13][C:5]=3[CH2:4][N:3]([CH3:2])[C:30]([NH:29][C:25]3[CH:24]=[C:23]([CH3:32])[CH:28]=[CH:27][CH:26]=3)=[O:31])[C:9]2=[O:14])[CH2:20][CH2:19][C:18](=[O:21])[NH:17]1. Reactant: Cl.[CH3:2][NH:3][CH2:4][C:5]1[CH:13]=[CH:12][CH:11]=[C:10]2[C:6]=1[CH2:7][N:8]([CH:15]1[CH2:20][CH2:19][C:18](=[O:21])[NH:17][C:16]1=[O:22])[C:9]2=[O:14].[C:23]1([CH3:32])[CH:28]=[CH:27][CH:26]=[C:25]([N:29]=[C:30]=[O:31])[CH:24]=1.C(N(C(C)C)CC)(C)C.